From a dataset of Forward reaction prediction with 1.9M reactions from USPTO patents (1976-2016). Predict the product of the given reaction. Given the reactants [NH:1]1[C:5]([C:6]2[CH:7]=[C:8]([C:13]3[CH:18]=[CH:17][C:16]([C:19]([F:22])([F:21])[F:20])=[CH:15][CH:14]=3)[CH:9]=[CH:10][C:11]=2[NH2:12])=[N:4][N:3]=[N:2]1.[F:23][C:24]([F:39])([F:38])[C:25]1[CH:26]=[C:27]([CH:31]=[C:32]([C:34]([F:37])([F:36])[F:35])[CH:33]=1)[C:28](Cl)=[O:29], predict the reaction product. The product is: [NH:4]1[C:5]([C:6]2[CH:7]=[C:8]([C:13]3[CH:14]=[CH:15][C:16]([C:19]([F:20])([F:21])[F:22])=[CH:17][CH:18]=3)[CH:9]=[CH:10][C:11]=2[NH:12][C:28](=[O:29])[C:27]2[CH:31]=[C:32]([C:34]([F:35])([F:36])[F:37])[CH:33]=[C:25]([C:24]([F:23])([F:38])[F:39])[CH:26]=2)=[N:1][N:2]=[N:3]1.